This data is from Peptide-MHC class I binding affinity with 185,985 pairs from IEDB/IMGT. The task is: Regression. Given a peptide amino acid sequence and an MHC pseudo amino acid sequence, predict their binding affinity value. This is MHC class I binding data. (1) The peptide sequence is AVFLSYIGY. The MHC is HLA-A30:01 with pseudo-sequence HLA-A30:01. The binding affinity (normalized) is 0.353. (2) The peptide sequence is VLSAATETY. The binding affinity (normalized) is 0.260. The MHC is HLA-A03:01 with pseudo-sequence HLA-A03:01.